This data is from hERG potassium channel inhibition data for cardiac toxicity prediction from Karim et al.. The task is: Regression/Classification. Given a drug SMILES string, predict its toxicity properties. Task type varies by dataset: regression for continuous values (e.g., LD50, hERG inhibition percentage) or binary classification for toxic/non-toxic outcomes (e.g., AMES mutagenicity, cardiotoxicity, hepatotoxicity). Dataset: herg_karim. (1) The drug is O=C([C@H](O)C1CC1)N1CC(c2cc(F)ccc2F)=C[C@@H]1c1ccccc1. The result is 0 (non-blocker). (2) The drug is O=C1NC(=O)C(=Cc2cccc(C(F)(F)F)c2)S1. The result is 0 (non-blocker). (3) The compound is Cc1nc2ncc(Oc3ccc(Cl)cc3F)nc2c(=O)n1CC1CCCN(C(C)C)C1. The result is 0 (non-blocker). (4) The molecule is CS(=O)(=O)Cc1cc(N2CC3CCC(C2)O3)nc(-c2ccc3[nH]ccc3c2)n1. The result is 0 (non-blocker). (5) The molecule is N#Cc1ccc(Cn2cncc2CNC2CCN(C(=O)c3cncc(Br)c3)C2)cc1. The result is 1 (blocker). (6) The drug is N#Cc1ccc(S(=O)(=O)NCCN2CC3CN(Cc4c[nH]c5ccc(F)cc45)CC(C2)O3)cc1. The result is 0 (non-blocker). (7) The drug is CCn1nc(Cc2ccc(C(C)(C)C)cc2)cc1C1CCN(C[C@H]2CN([C@@H](C(=O)O)C(C)(C)C)C[C@@H]2c2cccc(F)c2)CC1. The result is 1 (blocker).